This data is from Forward reaction prediction with 1.9M reactions from USPTO patents (1976-2016). The task is: Predict the product of the given reaction. (1) Given the reactants [OH-].[Na+].CO.[CH2:5]([O:7][C:8]1[CH:13]=[C:12]([CH2:14][N:15]2[CH2:20][CH2:19][CH:18]([N:21]3[CH2:30][CH2:29][C:28]4[N:27]=[C:26]([CH2:31][CH2:32][CH3:33])[C:25]([C:34]([O:36]C)=[O:35])=[CH:24][C:23]=4[C:22]3=[O:38])[CH2:17][CH2:16]2)[CH:11]=[C:10]([O:39][CH2:40][CH3:41])[C:9]=1[C:42]1[CH:47]=[CH:46][C:45]([F:48])=[CH:44][CH:43]=1)[CH3:6].Cl, predict the reaction product. The product is: [CH2:40]([O:39][C:10]1[CH:11]=[C:12]([CH2:14][N:15]2[CH2:20][CH2:19][CH:18]([N:21]3[CH2:30][CH2:29][C:28]4[N:27]=[C:26]([CH2:31][CH2:32][CH3:33])[C:25]([C:34]([OH:36])=[O:35])=[CH:24][C:23]=4[C:22]3=[O:38])[CH2:17][CH2:16]2)[CH:13]=[C:8]([O:7][CH2:5][CH3:6])[C:9]=1[C:42]1[CH:43]=[CH:44][C:45]([F:48])=[CH:46][CH:47]=1)[CH3:41]. (2) The product is: [CH:58]1([C:62]([C:63]2[NH:67][C:14]([CH:13]([C:10]3[CH:9]=[CH:8][C:7]([S:4]([CH:1]4[CH2:2][CH2:3]4)(=[O:6])=[O:5])=[CH:12][CH:11]=3)[CH2:17][C@H:18]3[CH2:22][CH2:21][C:20](=[O:23])[CH2:19]3)=[N:65][CH:64]=2)=[O:66])[CH2:61][CH2:60][CH2:59]1. Given the reactants [CH:1]1([S:4]([C:7]2[CH:12]=[CH:11][C:10]([CH:13]([CH2:17][C@H:18]3[CH2:22][CH2:21][C:20](=[O:23])[CH2:19]3)[C:14](O)=O)=[CH:9][CH:8]=2)(=[O:6])=[O:5])[CH2:3][CH2:2]1.C(N(CC)C(C)C)(C)C.F[P-](F)(F)(F)(F)F.CN(C(N(C)C)=[N+]1C2C(=NC=CC=2)[N+]([O-])=N1)C.Cl.[CH:58]1([C:62]2[O:66][N:65]=[CH:64][C:63]=2[NH2:67])[CH2:61][CH2:60][CH2:59]1, predict the reaction product. (3) The product is: [CH3:14][C:15]1([CH3:31])[C:19]([CH3:21])([CH3:20])[O:18][B:17]([CH2:2][C:3]2[CH:8]=[CH:7][C:6]([CH2:9][C:10]([O:12][CH3:13])=[O:11])=[CH:5][CH:4]=2)[O:16]1. Given the reactants Br[CH2:2][C:3]1[CH:8]=[CH:7][C:6]([CH2:9][C:10]([O:12][CH3:13])=[O:11])=[CH:5][CH:4]=1.[CH3:14][C:15]1([CH3:31])[C:19]([CH3:21])([CH3:20])[O:18][B:17]([B:17]2[O:18][C:19]([CH3:21])([CH3:20])[C:15]([CH3:31])([CH3:14])[O:16]2)[O:16]1.C([O-])([O-])=O.[K+].[K+].O1CCOCC1, predict the reaction product. (4) Given the reactants Br[C:2]1[CH:3]=[C:4]([CH:7]=[C:8]([Br:10])[CH:9]=1)[C:5]#[N:6].[S:11]1[CH:15]=[CH:14][C:13](B(O)O)=[CH:12]1.C1(C)C=CC=CC=1P(C1C=CC=CC=1C)C1C=CC=CC=1C.C(=O)([O-])[O-].[Na+].[Na+], predict the reaction product. The product is: [Br:10][C:8]1[CH:7]=[C:4]([CH:3]=[C:2]([C:13]2[CH:14]=[CH:15][S:11][CH:12]=2)[CH:9]=1)[C:5]#[N:6].